From a dataset of Full USPTO retrosynthesis dataset with 1.9M reactions from patents (1976-2016). Predict the reactants needed to synthesize the given product. Given the product [C:1]1([C@@H:7]([NH:9][C:10]([C:12]2[NH:13][C:14]([C:17]3[C:19]4[C:20](=[N:21][CH:22]=[CH:23][CH:24]=4)[NH:28][N:27]=3)=[CH:15][CH:16]=2)=[O:11])[CH3:8])[CH:6]=[CH:5][CH:4]=[CH:3][CH:2]=1, predict the reactants needed to synthesize it. The reactants are: [C:1]1([C@@H:7]([NH:9][C:10]([C:12]2[NH:13][C:14]([C:17]([C:19]3[C:20](Cl)=[N:21][CH:22]=[CH:23][CH:24]=3)=O)=[CH:15][CH:16]=2)=[O:11])[CH3:8])[CH:6]=[CH:5][CH:4]=[CH:3][CH:2]=1.O.[NH2:27][NH2:28].